From a dataset of Reaction yield outcomes from USPTO patents with 853,638 reactions. Predict the reaction yield, written as a fraction of the theoretical maximum amount of product (1.0 means a 100% yield; for example, 0.34 means a 34% yield). (1) The reactants are [CH:1]1[C:10]2[CH2:9][CH2:8][CH:7]=[CH:6][C:5]=2[CH:4]=[CH:3][C:2]=1[OH:11].C(N(CC)CC)C.[S:19](O[S:19]([C:22]([F:25])([F:24])[F:23])(=[O:21])=[O:20])([C:22]([F:25])([F:24])[F:23])(=[O:21])=[O:20]. No catalyst specified. The product is [F:23][C:22]([F:25])([F:24])[S:19]([O:11][C:2]1[CH:3]=[CH:4][C:5]2[CH:6]=[CH:7][CH2:8][CH2:9][C:10]=2[CH:1]=1)(=[O:21])=[O:20]. The yield is 0.880. (2) The reactants are [Cl:1][C:2]1[CH:3]=[CH:4][C:5]([O:38][CH3:39])=[C:6]([C:8]2[C:12]([NH:13][C:14]([C:16]3[CH:17]=[N:18][N:19]4[CH:24]=[CH:23][CH:22]=[N:21][C:20]=34)=[O:15])=[CH:11][N:10]([CH2:25][CH2:26][N:27]3C(=O)C4C(=CC=CC=4)C3=O)[N:9]=2)[CH:7]=1.NN. The catalyst is C(O)C. The product is [NH2:27][CH2:26][CH2:25][N:10]1[CH:11]=[C:12]([NH:13][C:14]([C:16]2[CH:17]=[N:18][N:19]3[CH:24]=[CH:23][CH:22]=[N:21][C:20]=23)=[O:15])[C:8]([C:6]2[CH:7]=[C:2]([Cl:1])[CH:3]=[CH:4][C:5]=2[O:38][CH3:39])=[N:9]1. The yield is 0.154. (3) The reactants are [NH2:1][C@@:2]([C:12]1[C:17]([F:18])=[CH:16][CH:15]=[C:14]([Br:19])[N:13]=1)([CH3:11])[C@@H:3]([F:10])[C@H:4]([OH:9])[C:5]([F:8])([F:7])[F:6].[C:20]([N:28]=[C:29]=[S:30])(=[O:27])[C:21]1[CH:26]=[CH:25][CH:24]=[CH:23][CH:22]=1. The catalyst is O1CCCC1. The product is [Br:19][C:14]1[N:13]=[C:12]([C@@:2]([NH:1][C:29]([NH:28][C:20](=[O:27])[C:21]2[CH:22]=[CH:23][CH:24]=[CH:25][CH:26]=2)=[S:30])([C@@H:3]([F:10])[C@@H:4]([OH:9])[C:5]([F:6])([F:8])[F:7])[CH3:11])[C:17]([F:18])=[CH:16][CH:15]=1. The yield is 0.864.